This data is from Forward reaction prediction with 1.9M reactions from USPTO patents (1976-2016). The task is: Predict the product of the given reaction. (1) Given the reactants [CH:1]1([C:7]2[N:8]3[C:36]4[CH:35]=[C:34]([C:37]([O:39]C)=[O:38])[CH:33]=[CH:32][C:31]=4[CH2:30][CH:9]3[C:10]3[C:22](=O)[CH:21]([CH2:24][CH2:25][N:26]([CH3:28])[CH3:27])[CH2:20][C:19](=O)[C:11]=3[CH2:12][N:13]3[CH:18]=[CH:17][N:16]=[CH:15][C:14]=23)[CH2:6][CH2:5][CH2:4][CH2:3][CH2:2]1.S(C)C.[OH-].[Na+], predict the reaction product. The product is: [CH:1]1([C:7]2[N:8]3[C:36]4[CH:35]=[C:34]([C:37]([OH:39])=[O:38])[CH:33]=[CH:32][C:31]=4[CH2:30][CH:9]3[C:10]3[CH2:22][CH:21]([CH2:24][CH2:25][N:26]([CH3:28])[CH3:27])[CH2:20][CH2:19][C:11]=3[CH2:12][N:13]3[CH:18]=[CH:17][N:16]=[CH:15][C:14]=23)[CH2:2][CH2:3][CH2:4][CH2:5][CH2:6]1. (2) Given the reactants [C:1]([O:5][C:6](=[O:23])[NH:7][CH2:8][C:9]1([CH3:22])[CH2:14][CH2:13][N:12](CC2C=CC=CC=2)[CH2:11][CH2:10]1)([CH3:4])([CH3:3])[CH3:2], predict the reaction product. The product is: [C:1]([O:5][C:6](=[O:23])[NH:7][CH2:8][C:9]1([CH3:22])[CH2:10][CH2:11][NH:12][CH2:13][CH2:14]1)([CH3:4])([CH3:2])[CH3:3].